The task is: Predict which catalyst facilitates the given reaction.. This data is from Catalyst prediction with 721,799 reactions and 888 catalyst types from USPTO. (1) Reactant: [C:1]([C:4]1[CH:5]=[N:6][O:7][CH:8]=1)([OH:3])=O.C(Cl)CCl.[CH:13]1[CH:14]=[CH:15][C:16]2N(O)N=N[C:17]=2[CH:18]=1.CCN([CH:29]([CH3:31])[CH3:30])C(C)C.C[O:33]CN.[CH2:36]1C[O:39][CH2:38][CH2:37]1. Product: [OH:33][C:17]1[CH:16]=[CH:15][C:14]([C:5]2[C:4]([CH:1]=[O:3])=[C:8]([C:30]3[CH:29]=[CH:31][C:38]([OH:39])=[CH:37][CH:36]=3)[O:7][N:6]=2)=[CH:13][CH:18]=1. The catalyst class is: 25. (2) Reactant: [CH3:1][O:2][C:3](=[O:14])[C:4]1[CH:9]=[C:8]([NH2:10])[C:7]([NH2:11])=[C:6]([F:12])[C:5]=1[F:13].[Cl:15][C:16]1[CH:23]=[CH:22][CH:21]=[C:20]([Cl:24])[C:17]=1[CH:18]=O.C(S([O-])(=O)=O)(F)(F)F.C(S([O-])(=O)=O)(F)(F)F.C(S([O-])(=O)=O)(F)(F)F.[Yb+3]. Product: [CH3:1][O:2][C:3]([C:4]1[C:5]([F:13])=[C:6]([F:12])[C:7]2[N:11]=[C:18]([C:17]3[C:16]([Cl:15])=[CH:23][CH:22]=[CH:21][C:20]=3[Cl:24])[NH:10][C:8]=2[CH:9]=1)=[O:14]. The catalyst class is: 16. (3) Reactant: [Cl:1][C:2]1[CH:7]=[CH:6][CH:5]=[C:4]([Cl:8])[C:3]=1[N:9]=[C:10]=[O:11].[Cl:12][C:13]1[CH:14]=[C:15]([NH2:22])[C:16](=[CH:20][CH:21]=1)[C:17]([OH:19])=[O:18].C(N(CC)CC)C.Cl. Product: [Cl:12][C:13]1[CH:21]=[CH:20][C:16]([C:17]([OH:19])=[O:18])=[C:15]([NH:22][C:10]([NH:9][C:3]2[C:2]([Cl:1])=[CH:7][CH:6]=[CH:5][C:4]=2[Cl:8])=[O:11])[CH:14]=1. The catalyst class is: 3. (4) Reactant: [C:1]([C:3]1[C:4]2[N:5]([C:21]([CH:24]=O)=[N:22][N:23]=2)[CH:6]=[CH:7][C:8]=1[N:9]1[CH2:14][CH2:13][CH:12]([C:15]2[CH:20]=[CH:19][CH:18]=[CH:17][CH:16]=2)[CH2:11][CH2:10]1)#[N:2].[NH:26]1[CH2:31][CH2:30][O:29][CH2:28][CH2:27]1.C(O[BH-](OC(=O)C)OC(=O)C)(=O)C.[Na+]. Product: [N:26]1([CH2:24][C:21]2[N:5]3[CH:6]=[CH:7][C:8]([N:9]4[CH2:14][CH2:13][CH:12]([C:15]5[CH:16]=[CH:17][CH:18]=[CH:19][CH:20]=5)[CH2:11][CH2:10]4)=[C:3]([C:1]#[N:2])[C:4]3=[N:23][N:22]=2)[CH2:31][CH2:30][O:29][CH2:28][CH2:27]1. The catalyst class is: 2. (5) Reactant: [CH3:1][C:2]1[C:7]([CH:8]([CH2:13][CH2:14][CH3:15])[C:9]([O:11]C)=[O:10])=[C:6]([C:16]2[CH:21]=[CH:20][C:19]([CH3:22])=[CH:18][CH:17]=2)[N:5]=[C:4]([C:23]2[CH:32]=[CH:31][CH:30]=[C:29]3[C:24]=2[CH:25]=[CH:26][CH:27]=[N:28]3)[N:3]=1.[OH-].[Na+]. Product: [CH3:1][C:2]1[C:7]([CH:8]([CH2:13][CH2:14][CH3:15])[C:9]([OH:11])=[O:10])=[C:6]([C:16]2[CH:17]=[CH:18][C:19]([CH3:22])=[CH:20][CH:21]=2)[N:5]=[C:4]([C:23]2[CH:32]=[CH:31][CH:30]=[C:29]3[C:24]=2[CH:25]=[CH:26][CH:27]=[N:28]3)[N:3]=1. The catalyst class is: 5. (6) Reactant: C(N(CC)CC)C.[C:16](O[C:16]([O:18][C:19]([CH3:22])([CH3:21])[CH3:20])=[O:17])([O:18][C:19]([CH3:22])([CH3:21])[CH3:20])=[O:17].[CH2:23]([O:30][C:31](=[O:51])[CH2:32][C:33]1([OH:50])[CH2:38][CH2:37][CH:36]([NH:39][CH2:40][CH2:41][NH:42][C:43]([O:45][C:46]([CH3:49])([CH3:48])[CH3:47])=[O:44])[CH2:35][CH2:34]1)[C:24]1[CH:29]=[CH:28][CH:27]=[CH:26][CH:25]=1. Product: [CH2:23]([O:30][C:31](=[O:51])[CH2:32][C:33]1([OH:50])[CH2:38][CH2:37][CH:36]([N:39]([C:16]([O:18][C:19]([CH3:20])([CH3:21])[CH3:22])=[O:17])[CH2:40][CH2:41][NH:42][C:43]([O:45][C:46]([CH3:47])([CH3:48])[CH3:49])=[O:44])[CH2:35][CH2:34]1)[C:24]1[CH:29]=[CH:28][CH:27]=[CH:26][CH:25]=1. The catalyst class is: 2. (7) Reactant: CC1C=CC(S(O[CH2:12][CH2:13][O:14][C:15]2[CH:20]=[CH:19][C:18]([CH2:21][C@H:22]([NH:43][C:44]([O:46][C@@H:47]3[C@H:54]4[C@H:50]([O:51][CH2:52][CH2:53]4)[O:49][CH2:48]3)=[O:45])[C@H:23]([OH:42])[CH2:24][N:25]([S:30]([C:33]3[CH:41]=[CH:40][C:36]4[O:37][CH2:38][O:39][C:35]=4[CH:34]=3)(=[O:32])=[O:31])[CH2:26][CH:27]([CH3:29])[CH3:28])=[CH:17][CH:16]=2)(=O)=O)=CC=1.[S:55]1[CH2:59][CH2:58][NH:57][CH2:56]1.CS(C)=O. Product: [O:37]1[C:36]2[CH:40]=[CH:41][C:33]([S:30]([N:25]([CH2:26][CH:27]([CH3:29])[CH3:28])[CH2:24][C@@H:23]([OH:42])[C@@H:22]([NH:43][C:44](=[O:45])[O:46][C@@H:47]3[C@H:54]4[C@H:50]([O:51][CH2:52][CH2:53]4)[O:49][CH2:48]3)[CH2:21][C:18]3[CH:17]=[CH:16][C:15]([O:14][CH2:13][CH2:12][N:57]4[CH2:58][CH2:59][S:55][CH2:56]4)=[CH:20][CH:19]=3)(=[O:32])=[O:31])=[CH:34][C:35]=2[O:39][CH2:38]1. The catalyst class is: 6. (8) Reactant: [Cl:1][C:2]1[CH:3]=[CH:4][C:5]2[O:9][C:8]([C:10]3[CH:15]=[CH:14][C:13]([F:16])=[CH:12][CH:11]=3)=[C:7]([CH:17]=O)[C:6]=2[C:19]=1[F:20].[CH2:21]([NH2:24])[CH2:22][NH2:23].C(=O)([O-])[O-].[K+].[K+].II. Product: [Cl:1][C:2]1[CH:3]=[CH:4][C:5]2[O:9][C:8]([C:10]3[CH:15]=[CH:14][C:13]([F:16])=[CH:12][CH:11]=3)=[C:7]([C:17]3[NH:23][CH2:22][CH2:21][N:24]=3)[C:6]=2[C:19]=1[F:20]. The catalyst class is: 218. (9) Reactant: C(C(CO)CO)C#C.[C:26]1(P([C:22]2[CH:27]=[CH:26][CH:25]=[CH:24]C=2)[C:26]2[CH:27]=[CH:22]C=[CH:24][CH:25]=2)[CH:27]=[CH:22]C=[CH:24][CH:25]=1.[CH3:28][S:29]([NH:32]C(=O)OC(C)(C)C)(=[O:31])=[O:30].[NH:40]([C:48](OC(C)C)=O)NC(OC(C)C)=O.N(C([O-])=O)NC([O-])=O. Product: [CH2:26]([CH:25]([CH2:24][NH:32][S:29]([CH3:28])(=[O:31])=[O:30])[CH2:48][NH:40][S:29]([CH3:28])(=[O:31])=[O:30])[C:27]#[CH:22]. The catalyst class is: 2.